The task is: Predict the reaction yield, written as a fraction of the theoretical maximum amount of product (1.0 means a 100% yield; for example, 0.34 means a 34% yield).. This data is from Buchwald-Hartwig C-N cross coupling reaction yields with 55,370 reactions. (1) The reactants are Brc1cccnc1.Cc1ccc(N)cc1.O=S(=O)(O[Pd]1c2ccccc2-c2ccccc2N~1)C(F)(F)F.COc1ccc(OC)c(P(C(C)(C)C)C(C)(C)C)c1-c1c(C(C)C)cc(C(C)C)cc1C(C)C.CCN=P(N=P(N(C)C)(N(C)C)N(C)C)(N(C)C)N(C)C.COC(=O)c1cc(-c2ccco2)on1. No catalyst specified. The product is Cc1ccc(Nc2cccnc2)cc1. The yield is 0.453. (2) The reactants are CCc1ccc(Cl)cc1.Cc1ccc(N)cc1.O=S(=O)(O[Pd]1c2ccccc2-c2ccccc2N~1)C(F)(F)F.CC(C)c1cc(C(C)C)c(-c2ccccc2P(C2CCCCC2)C2CCCCC2)c(C(C)C)c1.CN(C)C(=NC(C)(C)C)N(C)C.c1ccc2nocc2c1. No catalyst specified. The product is CCc1ccc(Nc2ccc(C)cc2)cc1. The yield is 0. (3) The reactants are FC(F)(F)c1ccc(Br)cc1.Cc1ccc(N)cc1.O=S(=O)(O[Pd]1c2ccccc2-c2ccccc2N~1)C(F)(F)F.COc1ccc(OC)c(P([C@]23C[C@H]4C[C@H](C[C@H](C4)C2)C3)[C@]23C[C@H]4C[C@H](C[C@H](C4)C2)C3)c1-c1c(C(C)C)cc(C(C)C)cc1C(C)C.CCN=P(N=P(N(C)C)(N(C)C)N(C)C)(N(C)C)N(C)C.c1ccc2oncc2c1. No catalyst specified. The product is Cc1ccc(Nc2ccc(C(F)(F)F)cc2)cc1. The yield is 0.143. (4) The reactants are FC(F)(F)c1ccc(Br)cc1.Cc1ccc(N)cc1.O=S(=O)(O[Pd]1c2ccccc2-c2ccccc2N~1)C(F)(F)F.CC(C)c1cc(C(C)C)c(-c2ccccc2P(C(C)(C)C)C(C)(C)C)c(C(C)C)c1.CCN=P(N=P(N(C)C)(N(C)C)N(C)C)(N(C)C)N(C)C.CCOC(=O)c1cc(OC)no1. No catalyst specified. The product is Cc1ccc(Nc2ccc(C(F)(F)F)cc2)cc1. The yield is 0.358. (5) The reactants are Clc1cccnc1.Cc1ccc(N)cc1.O=S(=O)(O[Pd]1c2ccccc2-c2ccccc2N~1)C(F)(F)F.CC(C)c1cc(C(C)C)c(-c2ccccc2P(C2CCCCC2)C2CCCCC2)c(C(C)C)c1.CN1CCCN2CCCN=C12.Cc1cc(-c2ccccc2)on1. No catalyst specified. The product is Cc1ccc(Nc2cccnc2)cc1. The yield is 0.0501.